This data is from Catalyst prediction with 721,799 reactions and 888 catalyst types from USPTO. The task is: Predict which catalyst facilitates the given reaction. (1) Reactant: IC1N2N=C(C(O)=O)C=C2C=C(C2C=CC=CC=2)C=1.[I:20][C:21]1[C:22]([C:37]([OH:39])=O)=[N:23][N:24]2[C:29]([I:30])=[CH:28][C:27]([C:31]3[CH:36]=[CH:35][CH:34]=[CH:33][CH:32]=3)=[CH:26][C:25]=12.[S:40]1[CH:44]=[CH:43][CH:42]=[C:41]1[CH2:45][NH2:46].C(N(CC)C(C)C)(C)C.F[P-](F)(F)(F)(F)F.Br[P+](N1CCCC1)(N1CCCC1)N1CCCC1. Product: [S:40]1[CH:44]=[CH:43][CH:42]=[C:41]1[CH2:45][NH:46][C:37]([C:22]1[C:21]([I:20])=[C:25]2[CH:26]=[C:27]([C:31]3[CH:32]=[CH:33][CH:34]=[CH:35][CH:36]=3)[CH:28]=[C:29]([I:30])[N:24]2[N:23]=1)=[O:39]. The catalyst class is: 31. (2) Reactant: [NH2:1][CH2:2][CH2:3][CH2:4][C:5]([OH:7])=[O:6].[C:8]1(=O)[O:13][C:11](=[O:12])[C:10]2=[CH:14][CH:15]=[CH:16][CH:17]=[C:9]12.C(O)(=O)C. Product: [C:8]1(=[O:13])[N:1]([CH2:2][CH2:3][CH2:4][C:5]([OH:7])=[O:6])[C:11](=[O:12])[C:10]2=[CH:14][CH:15]=[CH:16][CH:17]=[C:9]12. The catalyst class is: 6. (3) Reactant: [CH2:1]([O:8][C:9]([C:11]1[C:19]2[C:14](=[CH:15][CH:16]=[C:17]([O:20][CH2:21][CH2:22]Cl)[CH:18]=2)[NH:13][C:12]=1[CH3:24])=[O:10])[C:2]1[CH:7]=[CH:6][CH:5]=[CH:4][CH:3]=1.[CH3:25][C:26]1([CH3:33])[C:30]([CH3:32])([CH3:31])[CH2:29][NH:28][CH2:27]1.Cl. Product: [CH2:1]([O:8][C:9]([C:11]1[C:19]2[C:14](=[CH:15][CH:16]=[C:17]([O:20][CH2:21][CH2:22][N:28]3[CH2:29][C:30]([CH3:32])([CH3:31])[C:26]([CH3:33])([CH3:25])[CH2:27]3)[CH:18]=2)[NH:13][C:12]=1[CH3:24])=[O:10])[C:2]1[CH:7]=[CH:6][CH:5]=[CH:4][CH:3]=1. The catalyst class is: 291. (4) Product: [Si:10]([C:9]#[C:8][C:5]1[CH:4]=[CH:3][C:2]([C:22]2[CH:23]=[CH:24][C:19]([CH3:28])=[CH:20][CH:21]=2)=[CH:7][N:6]=1)([C:13]([CH3:16])([CH3:15])[CH3:14])([CH3:12])[CH3:11]. Reactant: Br[C:2]1[CH:3]=[CH:4][C:5]([C:8]#[C:9][Si:10]([C:13]([CH3:16])([CH3:15])[CH3:14])([CH3:12])[CH3:11])=[N:6][CH:7]=1.CO.[C:19]1([CH3:28])[CH:24]=[CH:23][C:22](B(O)O)=[CH:21][CH:20]=1.C([O-])([O-])=O.[Na+].[Na+]. The catalyst class is: 12. (5) Reactant: [CH2:1]([N:8]1[CH2:13][CH2:12][C:11]([C:20]([N:22]2[CH2:27][CH:26]([CH3:28])[NH:25][CH:24]([CH3:29])[CH2:23]2)=O)([C:14]2[CH:19]=[CH:18][CH:17]=[CH:16][CH:15]=2)[CH2:10][CH2:9]1)[C:2]1[CH:7]=[CH:6][CH:5]=[CH:4][CH:3]=1.[H-].[H-].[H-].[H-].[Li+].[Al+3].[OH-].[Na+]. Product: [CH2:1]([N:8]1[CH2:9][CH2:10][C:11]([CH2:20][N:22]2[CH2:23][CH:24]([CH3:29])[NH:25][CH:26]([CH3:28])[CH2:27]2)([C:14]2[CH:15]=[CH:16][CH:17]=[CH:18][CH:19]=2)[CH2:12][CH2:13]1)[C:2]1[CH:7]=[CH:6][CH:5]=[CH:4][CH:3]=1. The catalyst class is: 1.